The task is: Predict the reaction yield, written as a fraction of the theoretical maximum amount of product (1.0 means a 100% yield; for example, 0.34 means a 34% yield).. This data is from Reaction yield outcomes from USPTO patents with 853,638 reactions. The reactants are [F:1][C:2]1[CH:3]=[C:4]([C@H:9]2[CH2:13][CH2:12][CH2:11][N:10]2[C:14]2[CH:19]=[CH:18][N:17]3[N:20]=[CH:21][C:22]([C:23]([O:25][CH2:26][CH3:27])=[O:24])=[C:16]3[N:15]=2)[C:5](=[O:8])[NH:6][CH:7]=1.[H-].[Li+].[CH3:30]I. The catalyst is CN(C=O)C. The product is [F:1][C:2]1[CH:3]=[C:4]([C@H:9]2[CH2:13][CH2:12][CH2:11][N:10]2[C:14]2[CH:19]=[CH:18][N:17]3[N:20]=[CH:21][C:22]([C:23]([O:25][CH2:26][CH3:27])=[O:24])=[C:16]3[N:15]=2)[C:5](=[O:8])[N:6]([CH3:30])[CH:7]=1. The yield is 0.850.